Dataset: Peptide-MHC class I binding affinity with 185,985 pairs from IEDB/IMGT. Task: Regression. Given a peptide amino acid sequence and an MHC pseudo amino acid sequence, predict their binding affinity value. This is MHC class I binding data. (1) The MHC is HLA-B15:01 with pseudo-sequence HLA-B15:01. The peptide sequence is AVDWYQQRI. The binding affinity (normalized) is 0.0847. (2) The peptide sequence is AEMLASIDL. The MHC is Mamu-A11 with pseudo-sequence Mamu-A11. The binding affinity (normalized) is 1.00. (3) The peptide sequence is FVNYNFTLV. The MHC is HLA-A01:01 with pseudo-sequence HLA-A01:01. The binding affinity (normalized) is 0.335. (4) The peptide sequence is YMSNLFDIPL. The MHC is HLA-A02:03 with pseudo-sequence HLA-A02:03. The binding affinity (normalized) is 0.785. (5) The peptide sequence is SHDLAPQFL. The MHC is HLA-A26:01 with pseudo-sequence HLA-A26:01. The binding affinity (normalized) is 0.0847. (6) The peptide sequence is IQTSVNTVVR. The MHC is HLA-A11:01 with pseudo-sequence HLA-A11:01. The binding affinity (normalized) is 0.116.